This data is from Forward reaction prediction with 1.9M reactions from USPTO patents (1976-2016). The task is: Predict the product of the given reaction. (1) Given the reactants Cl[CH2:2][C:3]([N:5]1[CH2:10][CH2:9][N:8]([C:11]2[CH:16]=[C:15]([O:17][CH3:18])[C:14]([Cl:19])=[CH:13][C:12]=2[F:20])[CH2:7][C@@H:6]1[CH3:21])=[O:4].[I:22][C:23]1[C:31]2[C:26](=[N:27][CH:28]=[CH:29][CH:30]=2)[NH:25][N:24]=1.C(=O)([O-])[O-].[K+].[K+].CN(C=O)C, predict the reaction product. The product is: [Cl:19][C:14]1[C:15]([O:17][CH3:18])=[CH:16][C:11]([N:8]2[CH2:9][CH2:10][N:5]([C:3](=[O:4])[CH2:2][N:25]3[C:26]4=[N:27][CH:28]=[CH:29][CH:30]=[C:31]4[C:23]([I:22])=[N:24]3)[C@@H:6]([CH3:21])[CH2:7]2)=[C:12]([F:20])[CH:13]=1. (2) Given the reactants I([O-])(=O)(=O)=O.[Na+].Cl.[Cl:8][C:9]1[CH:10]=[C:11]([N:26]([C:31]2[C:50]([CH:51]3[CH2:53][CH2:52]3)=[CH:49][C:34]3[C:35]([C:45]([NH:47][CH3:48])=[O:46])=[C:36]([C:38]4[CH:43]=[CH:42][C:41]([F:44])=[CH:40][CH:39]=4)[O:37][C:33]=3[CH:32]=2)[S:27]([CH3:30])(=[O:29])=[O:28])[CH:12]=[CH:13][C:14]=1[CH2:15][CH2:16][B:17]1[O:21]C(C)(C)C(C)(C)[O:18]1, predict the reaction product. The product is: [Cl:8][C:9]1[CH:10]=[C:11]([N:26]([C:31]2[C:50]([CH:51]3[CH2:53][CH2:52]3)=[CH:49][C:34]3[C:35]([C:45](=[O:46])[NH:47][CH3:48])=[C:36]([C:38]4[CH:43]=[CH:42][C:41]([F:44])=[CH:40][CH:39]=4)[O:37][C:33]=3[CH:32]=2)[S:27]([CH3:30])(=[O:28])=[O:29])[CH:12]=[CH:13][C:14]=1[CH2:15][CH2:16][B:17]([OH:18])[OH:21]. (3) Given the reactants C([N:8]1[C:12]([C:13]([O:15][CH2:16][CH3:17])=[O:14])=[C:11]([O:18][CH2:19][CH2:20][CH2:21][CH2:22][CH2:23][CH2:24][CH2:25][CH2:26][CH2:27][CH3:28])[C:10]([O:29][CH2:30][CH2:31][CH2:32][CH2:33][CH2:34][CH2:35][CH2:36][CH2:37][CH2:38][CH3:39])=[C:9]1[C:40]([O:42][CH2:43][CH3:44])=[O:41])C1C=CC=CC=1.[H][H], predict the reaction product. The product is: [CH2:30]([O:29][C:10]1[C:11]([O:18][CH2:19][CH2:20][CH2:21][CH2:22][CH2:23][CH2:24][CH2:25][CH2:26][CH2:27][CH3:28])=[C:12]([C:13]([O:15][CH2:16][CH3:17])=[O:14])[NH:8][C:9]=1[C:40]([O:42][CH2:43][CH3:44])=[O:41])[CH2:31][CH2:32][CH2:33][CH2:34][CH2:35][CH2:36][CH2:37][CH2:38][CH3:39]. (4) Given the reactants [CH3:1][O:2][C:3]1[CH:8]=[CH:7][CH:6]=[CH:5][C:4]=1[OH:9].[OH-].[Na+].C(=O)(O)[O-].[Na+].[CH2:17]([CH:19]1[O:21][CH2:20]1)Cl, predict the reaction product. The product is: [CH3:1][O:2][C:3]1[CH:8]=[CH:7][CH:6]=[CH:5][C:4]=1[O:9][CH2:17][CH:19]1[O:21][CH2:20]1.